This data is from Forward reaction prediction with 1.9M reactions from USPTO patents (1976-2016). The task is: Predict the product of the given reaction. (1) Given the reactants [N+]([C:4]1[CH:33]=[CH:32][CH:31]=[CH:30][C:5]=1[C:6]([NH:8][CH:9]([C:11]1[N:16]=[N:15][C:14]([NH:17][C:18]2[CH:23]=[C:22]([O:24][CH3:25])[C:21]([O:26][CH3:27])=[C:20]([O:28][CH3:29])[CH:19]=2)=[N:13][CH:12]=1)[CH3:10])=[O:7])([O-])=O.NC(C1N=NC(NC2C=[C:48]([O:50]C)C(OC)=C(OC)C=2)=NC=1)C.COC1C=CC=CC=1C(Cl)=O.C(N(CC)CC)C, predict the reaction product. The product is: [CH3:48][O:50][C:4]1[CH:33]=[CH:32][CH:31]=[CH:30][C:5]=1[C:6]([NH:8][CH:9]([C:11]1[N:16]=[N:15][C:14]([NH:17][C:18]2[CH:23]=[C:22]([O:24][CH3:25])[C:21]([O:26][CH3:27])=[C:20]([O:28][CH3:29])[CH:19]=2)=[N:13][CH:12]=1)[CH3:10])=[O:7]. (2) Given the reactants Br[C:2]1[CH:7]=[C:6]([O:8][CH3:9])[C:5]([O:10][CH3:11])=[C:4]([F:12])[C:3]=1Br.[C:14]([Cu])#[N:15].[C-:17]#[N:18].[Na+], predict the reaction product. The product is: [F:12][C:4]1[C:5]([O:10][CH3:11])=[C:6]([O:8][CH3:9])[CH:7]=[C:2]([C:17]#[N:18])[C:3]=1[C:14]#[N:15]. (3) The product is: [CH3:29][O:28][C:25]1[CH:26]=[CH:27][C:22]([N:8]2[C:6]3=[N:7][C:2]([NH:30][C:31]4[CH:36]=[CH:35][CH:34]=[CH:33][CH:32]=4)=[N:3][CH:4]=[C:5]3[CH:11]([CH3:12])[N:10]([C:13]3[CH:18]=[CH:17][C:16]([O:19][CH3:20])=[CH:15][CH:14]=3)[C:9]2=[O:21])=[CH:23][CH:24]=1. Given the reactants Cl[C:2]1[N:7]=[C:6]2[N:8]([C:22]3[CH:27]=[CH:26][C:25]([O:28][CH3:29])=[CH:24][CH:23]=3)[C:9](=[O:21])[N:10]([C:13]3[CH:18]=[CH:17][C:16]([O:19][CH3:20])=[CH:15][CH:14]=3)[CH:11]([CH3:12])[C:5]2=[CH:4][N:3]=1.[NH2:30][C:31]1[CH:36]=[CH:35][CH:34]=[CH:33][CH:32]=1, predict the reaction product. (4) Given the reactants [C:1]([C:5]1[C:15]([F:16])=[CH:14][C:8]([O:9][CH2:10][C:11]([OH:13])=O)=[CH:7][C:6]=1[F:17])([CH3:4])([CH3:3])[CH3:2].[Cl-].ClC1N(C)CC[NH+]1C.Cl.[NH2:28][C@@H:29]([C:31]1[CH:36]=[CH:35][C:34]([NH:37][S:38]([CH3:41])(=[O:40])=[O:39])=[CH:33][CH:32]=1)[CH3:30], predict the reaction product. The product is: [C:1]([C:5]1[C:6]([F:17])=[CH:7][C:8]([O:9][CH2:10][C:11]([NH:28][C@@H:29]([C:31]2[CH:32]=[CH:33][C:34]([NH:37][S:38]([CH3:41])(=[O:40])=[O:39])=[CH:35][CH:36]=2)[CH3:30])=[O:13])=[CH:14][C:15]=1[F:16])([CH3:2])([CH3:3])[CH3:4]. (5) Given the reactants [Cl:1][C:2]1[CH:3]=[CH:4][C:5]([CH2:9][OH:10])=[C:6]([OH:8])[CH:7]=1.[CH2:11](Br)[CH3:12], predict the reaction product. The product is: [Cl:1][C:2]1[CH:3]=[CH:4][C:5]([CH2:9][OH:10])=[C:6]([O:8][CH2:11][CH3:12])[CH:7]=1. (6) Given the reactants COC1[N:8]=CC2N(C3SC(C(OC)=O)=C(OCC4C=CC=CC=4C(F)(F)F)C=3)C=NC=2C=1.[CH3:33][O:34][C:35]1[N:40]=[CH:39][C:38]2[N:41]=[CH:42][N:43]([C:44]3[S:48][C:47]([C:49]([O:51]C)=O)=[C:46]([O:53][CH2:54][C:55]4[CH:60]=[CH:59][CH:58]=[CH:57][C:56]=4[C:61]([F:64])([F:63])[F:62])[CH:45]=3)[C:37]=2[CH:36]=1.N, predict the reaction product. The product is: [CH3:33][O:34][C:35]1[N:40]=[CH:39][C:38]2[N:41]=[CH:42][N:43]([C:44]3[S:48][C:47]([C:49]([NH2:8])=[O:51])=[C:46]([O:53][CH2:54][C:55]4[CH:60]=[CH:59][CH:58]=[CH:57][C:56]=4[C:61]([F:62])([F:63])[F:64])[CH:45]=3)[C:37]=2[CH:36]=1.